This data is from Forward reaction prediction with 1.9M reactions from USPTO patents (1976-2016). The task is: Predict the product of the given reaction. (1) Given the reactants [F:1][C:2]1[CH:3]=[C:4]([C@@H:9]2[CH2:13][N:12]([C@@H:14]([CH2:19][O:20][CH3:21])[C:15]([F:18])([F:17])[F:16])[CH2:11][C@H:10]2[NH:22]C(=O)OC(C)(C)C)[CH:5]=[CH:6][C:7]=1[F:8].[ClH:30], predict the reaction product. The product is: [ClH:30].[ClH:30].[F:1][C:2]1[CH:3]=[C:4]([C@@H:9]2[CH2:13][N:12]([C@@H:14]([CH2:19][O:20][CH3:21])[C:15]([F:16])([F:17])[F:18])[CH2:11][C@H:10]2[NH2:22])[CH:5]=[CH:6][C:7]=1[F:8]. (2) Given the reactants [C:1]([C@@H:3]1[CH2:7][CH2:6][CH2:5][C@@H:4]1[NH:8][C:9](=[O:15])[O:10][C:11]([CH3:14])([CH3:13])[CH3:12])#[N:2].C1(C)C=CC=CC=1.[N-:23]=[N+:24]=[N-:25].[Na+].Cl.C(N(CC)CC)C, predict the reaction product. The product is: [N:2]1[NH:23][N:24]=[N:25][C:1]=1[C@@H:3]1[CH2:7][CH2:6][CH2:5][C@@H:4]1[NH:8][C:9](=[O:15])[O:10][C:11]([CH3:12])([CH3:14])[CH3:13].